This data is from Reaction yield outcomes from USPTO patents with 853,638 reactions. The task is: Predict the reaction yield, written as a fraction of the theoretical maximum amount of product (1.0 means a 100% yield; for example, 0.34 means a 34% yield). (1) The reactants are [Cl:1][C:2]1[CH:7]=[C:6]([O:8][C:9]2[C:14]([F:15])=[CH:13][C:12]([NH:16][C:17]([C:19]3[C:20](=[O:35])[N:21]([C:28]4[CH:33]=[CH:32][C:31]([F:34])=[CH:30][CH:29]=4)[CH:22]=[CH:23][C:24]=3[O:25][CH2:26][CH3:27])=[O:18])=[C:11]([F:36])[CH:10]=2)[CH:5]=[CH:4][N:3]=1.[C:37]([O-])([O-])=O.[K+].[K+]. The catalyst is C(O)(C)C. The product is [Cl:1][C:2]1[CH:7]=[C:6]([O:8][C:9]2[C:14]([F:15])=[CH:13][C:12]([NH:16][C:17]([C:19]3[C:20](=[O:35])[N:21]([C:28]4[CH:33]=[CH:32][C:31]([F:34])=[CH:30][CH:29]=4)[CH:22]=[CH:23][C:24]=3[O:25][CH:26]([CH3:37])[CH3:27])=[O:18])=[C:11]([F:36])[CH:10]=2)[CH:5]=[CH:4][N:3]=1. The yield is 0.740. (2) The reactants are [N:1]12[CH2:9][CH2:8][CH:5]([CH2:6][CH2:7]1)[NH:4][C:3](=O)[CH2:2]2.O1CCOCC1. The catalyst is O. The product is [N:1]12[CH2:9][CH2:8][CH:5]([CH2:6][CH2:7]1)[NH:4][CH2:3][CH2:2]2. The yield is 0.780. (3) The reactants are [NH2:1][C:2]1[C:11]2[C:6](=[C:7](Br)[CH:8]=[CH:9][CH:10]=2)[N:5]=[N:4][C:3]=1[C:13]([NH:15][CH2:16][CH2:17][CH3:18])=[O:14].[F:19][C:20]1[C:25]([O:26][CH3:27])=[CH:24][CH:23]=[CH:22][C:21]=1B(O)O. No catalyst specified. The product is [NH2:1][C:2]1[C:11]2[C:6](=[C:7]([C:21]3[CH:22]=[CH:23][CH:24]=[C:25]([O:26][CH3:27])[C:20]=3[F:19])[CH:8]=[CH:9][CH:10]=2)[N:5]=[N:4][C:3]=1[C:13]([NH:15][CH2:16][CH2:17][CH3:18])=[O:14]. The yield is 0.570. (4) The reactants are Cl[C:2]1[CH:7]=[CH:6][N:5]=[C:4]2[CH:8]=[C:9]([C:11]3[S:12][CH:13]=[CH:14][N:15]=3)[S:10][C:3]=12.[CH3:16][NH:17][C:18]([C:20]1[C:28]2[C:23](=[CH:24][C:25]([OH:29])=[CH:26][CH:27]=2)[N:22]([CH3:30])[C:21]=1[CH3:31])=[O:19].C([O-])([O-])=O.[Cs+].[Cs+]. No catalyst specified. The product is [CH3:16][NH:17][C:18]([C:20]1[C:28]2[C:23](=[CH:24][C:25]([O:29][C:2]3[CH:7]=[CH:6][N:5]=[C:4]4[CH:8]=[C:9]([C:11]5[S:12][CH:13]=[CH:14][N:15]=5)[S:10][C:3]=34)=[CH:26][CH:27]=2)[N:22]([CH3:30])[C:21]=1[CH3:31])=[O:19]. The yield is 0.600. (5) The reactants are [CH2:1]([N:8]1[CH:17]=[C:16](I)[C:15]2[C:10](=[CH:11][N:12]=[CH:13][CH:14]=2)[C:9]1=[O:19])[C:2]1[CH:7]=[CH:6][CH:5]=[CH:4][CH:3]=1.[CH3:20][C:21]1[C:25](B(O)O)=[C:24]([CH3:29])[O:23][N:22]=1.[O-]S([O-])(=O)=O.[Na+].[Na+]. The catalyst is C1(C)C=CC=CC=1.C(O)C.O.C1C=CC([P]([Pd]([P](C2C=CC=CC=2)(C2C=CC=CC=2)C2C=CC=CC=2)([P](C2C=CC=CC=2)(C2C=CC=CC=2)C2C=CC=CC=2)[P](C2C=CC=CC=2)(C2C=CC=CC=2)C2C=CC=CC=2)(C2C=CC=CC=2)C2C=CC=CC=2)=CC=1. The product is [CH2:1]([N:8]1[CH:17]=[C:16]([C:25]2[C:21]([CH3:20])=[N:22][O:23][C:24]=2[CH3:29])[C:15]2[C:10](=[CH:11][N:12]=[CH:13][CH:14]=2)[C:9]1=[O:19])[C:2]1[CH:7]=[CH:6][CH:5]=[CH:4][CH:3]=1. The yield is 0.540. (6) The reactants are Cl[C:2]1[CH:7]=[C:6]([Cl:8])[N:5]=[CH:4][N:3]=1.[NH:9]1[CH:13]=[CH:12][CH:11]=[N:10]1.C(=O)([O-])[O-].[Cs+].[Cs+].O. The catalyst is CN(C=O)C. The product is [Cl:8][C:6]1[CH:7]=[C:2]([N:9]2[CH:13]=[CH:12][CH:11]=[N:10]2)[N:3]=[CH:4][N:5]=1. The yield is 0.660. (7) The yield is 0.720. The reactants are [NH2:1][NH2:2].[C:3]([N:7]=[C:8]=[O:9])([CH3:6])([CH3:5])[CH3:4]. The catalyst is CCOCC. The product is [C:3]([NH:7][C:8]([NH:1][NH2:2])=[O:9])([CH3:6])([CH3:5])[CH3:4].